Dataset: Forward reaction prediction with 1.9M reactions from USPTO patents (1976-2016). Task: Predict the product of the given reaction. (1) Given the reactants Br[C:2]1[C:3]([CH3:11])=[C:4]([C:6]([CH3:10])=[CH:7][C:8]=1[CH3:9])[NH2:5].[NH:12]1[CH2:17][CH2:16][O:15][CH2:14][CH2:13]1.CC(C)([O-])C.[Na+], predict the reaction product. The product is: [CH3:11][C:3]1[C:2]([N:12]2[CH2:17][CH2:16][O:15][CH2:14][CH2:13]2)=[C:8]([CH3:9])[CH:7]=[C:6]([CH3:10])[C:4]=1[NH2:5]. (2) Given the reactants O1CCOCC1.O.[CH:8]1(B(O)O)[CH2:10][CH2:9]1.Br[C:15]1[C:23]2[C:18](=[CH:19][CH:20]=[CH:21][C:22]=2[N+:24]([O-:26])=[O:25])[N:17]([CH2:27][C:28]2[CH:33]=[CH:32][CH:31]=[C:30]([CH3:34])[N:29]=2)[N:16]=1.C([O-])([O-])=O.[K+].[K+], predict the reaction product. The product is: [CH:8]1([C:15]2[C:23]3[C:18](=[CH:19][CH:20]=[CH:21][C:22]=3[N+:24]([O-:26])=[O:25])[N:17]([CH2:27][C:28]3[CH:33]=[CH:32][CH:31]=[C:30]([CH3:34])[N:29]=3)[N:16]=2)[CH2:10][CH2:9]1.